From a dataset of Catalyst prediction with 721,799 reactions and 888 catalyst types from USPTO. Predict which catalyst facilitates the given reaction. (1) The catalyst class is: 754. Reactant: [Br:1][C:2]1[CH:7]=[CH:6][C:5]([CH:8]([OH:13])[C:9]([F:12])([F:11])[F:10])=[CH:4][C:3]=1[C:14]([F:17])([F:16])[F:15].CC(OI1(OC(C)=O)(OC(C)=O)OC(=O)C2C=CC=CC1=2)=O. Product: [Br:1][C:2]1[CH:7]=[CH:6][C:5]([C:8](=[O:13])[C:9]([F:11])([F:12])[F:10])=[CH:4][C:3]=1[C:14]([F:15])([F:16])[F:17]. (2) Reactant: [N+:1]([C:4]1[CH:5]=[CH:6][C:7]2[N:8]([CH:20]([CH3:22])[CH3:21])[C:9]3[C:14]([C:15]=2[C:16]=1[CH:17]([CH3:19])[CH3:18])=[CH:13][CH:12]=[CH:11][CH:10]=3)([O-])=O.[H][H]. Product: [NH2:1][C:4]1[CH:5]=[CH:6][C:7]2[N:8]([CH:20]([CH3:22])[CH3:21])[C:9]3[C:14]([C:15]=2[C:16]=1[CH:17]([CH3:18])[CH3:19])=[CH:13][CH:12]=[CH:11][CH:10]=3. The catalyst class is: 50.